Dataset: Catalyst prediction with 721,799 reactions and 888 catalyst types from USPTO. Task: Predict which catalyst facilitates the given reaction. (1) Reactant: [Cl:1][C:2]1[N:3]=[C:4]([N:19]2[CH2:24][CH2:23][O:22][CH2:21][CH2:20]2)[C:5]2[N:11]=[CH:10][C:9]([C:12]3[CH:13]=[C:14]([CH:16]=[CH:17][CH:18]=3)[NH2:15])=[CH:8][C:6]=2[N:7]=1.CN(C)C1C2C(=CC=CC=2N(C)C)C=CC=1.Cl[C:42]([O:44][CH2:45][Cl:46])=[O:43]. Product: [Cl:46][CH2:45][O:44][C:42](=[O:43])[NH:15][C:14]1[CH:16]=[CH:17][CH:18]=[C:12]([C:9]2[CH:10]=[N:11][C:5]3[C:4]([N:19]4[CH2:20][CH2:21][O:22][CH2:23][CH2:24]4)=[N:3][C:2]([Cl:1])=[N:7][C:6]=3[CH:8]=2)[CH:13]=1. The catalyst class is: 22. (2) Reactant: [Cl:1][C:2]1[CH:3]=[C:4]([C@@H:8]2[C@@H:13]([C:14]3[CH:19]=[CH:18][C:17]([Cl:20])=[CH:16][CH:15]=3)[N:12]([C@@H:21]([CH2:29][CH3:30])[C:22]([O:24][C:25]([CH3:28])([CH3:27])[CH3:26])=[O:23])[C:11](=[O:31])[C@:10]([CH2:33][C:34]#[N:35])([CH3:32])[CH2:9]2)[CH:5]=[CH:6][CH:7]=1.[N-:36]=[N+:37]=[N-:38].[Na+].[NH4+].[Cl-]. Product: [NH:36]1[C:34]([CH2:33][C@@:10]2([CH3:32])[CH2:9][C@H:8]([C:4]3[CH:5]=[CH:6][CH:7]=[C:2]([Cl:1])[CH:3]=3)[C@@H:13]([C:14]3[CH:19]=[CH:18][C:17]([Cl:20])=[CH:16][CH:15]=3)[N:12]([C@@H:21]([CH2:29][CH3:30])[C:22]([O:24][C:25]([CH3:28])([CH3:27])[CH3:26])=[O:23])[C:11]2=[O:31])=[N:35][N:38]=[N:37]1. The catalyst class is: 3. (3) Reactant: [F:1][C:2]1C2N=COC=2[C:5]([NH:11][S:12]([C:15]2([CH2:18]C=C)[CH2:17][CH2:16]2)(=[O:14])=[O:13])=[C:4]([NH:21][C:22]2[CH:27]=[CH:26][C:25]([I:28])=[CH:24][C:23]=2[F:29])[C:3]=1[F:30].C[N+:32]1([O-])[CH2:37][CH2:36][O:35][CH2:34]C1.[OH2:39].[CH2:40]1[CH2:44][O:43]CC1. Product: [F:1][C:2]1[C:37]2[N:32]=[CH:34][O:35][C:36]=2[C:5]([NH:11][S:12]([C:15]2([CH2:18][CH:40]([OH:39])[CH2:44][OH:43])[CH2:17][CH2:16]2)(=[O:13])=[O:14])=[C:4]([NH:21][C:22]2[CH:27]=[CH:26][C:25]([I:28])=[CH:24][C:23]=2[F:29])[C:3]=1[F:30]. The catalyst class is: 771.